From a dataset of Full USPTO retrosynthesis dataset with 1.9M reactions from patents (1976-2016). Predict the reactants needed to synthesize the given product. (1) Given the product [C:3]([O:7][C:8]([N:10]([CH2:22][CH3:23])[CH:11]([C:15]([N:17]([O:19][CH3:20])[CH3:18])=[O:16])[CH:12]([CH3:14])[CH3:13])=[O:9])([CH3:6])([CH3:4])[CH3:5], predict the reactants needed to synthesize it. The reactants are: [H-].[Na+].[C:3]([O:7][C:8]([NH:10][CH:11]([C:15]([N:17]([O:19][CH3:20])[CH3:18])=[O:16])[CH:12]([CH3:14])[CH3:13])=[O:9])([CH3:6])([CH3:5])[CH3:4].I[CH2:22][CH3:23]. (2) Given the product [O:28]1[C:33]2[CH:34]=[CH:35][C:36]([NH:38][C:4]3[N:9]=[C:8]([C:10]4[C:11]([C:19]5[CH:24]=[CH:23][CH:22]=[C:21]([N+:25]([O-:27])=[O:26])[CH:20]=5)=[N:12][N:13]5[CH:18]=[CH:17][CH:16]=[CH:15][C:14]=45)[CH:7]=[CH:6][N:5]=3)=[CH:37][C:32]=2[O:31][CH2:30][CH2:29]1, predict the reactants needed to synthesize it. The reactants are: CS([C:4]1[N:9]=[C:8]([C:10]2[C:11]([C:19]3[CH:24]=[CH:23][CH:22]=[C:21]([N+:25]([O-:27])=[O:26])[CH:20]=3)=[N:12][N:13]3[CH:18]=[CH:17][CH:16]=[CH:15][C:14]=23)[CH:7]=[CH:6][N:5]=1)=O.[O:28]1[C:33]2[CH:34]=[CH:35][C:36]([NH2:38])=[CH:37][C:32]=2[O:31][CH2:30][CH2:29]1. (3) Given the product [C:34]([NH:1][C@H:2]1[CH2:7][CH2:6][C@H:5]([NH:8][C:9]([C:11]2[C:15]3[N:16]=[CH:17][N:18]=[C:19]([C:20]4[CH:25]=[C:24]([F:26])[C:23]([O:27][CH3:28])=[CH:22][C:21]=4[O:29][CH2:30][CH:31]4[CH2:33][CH2:32]4)[C:14]=3[NH:13][CH:12]=2)=[O:10])[CH2:4][CH2:3]1)(=[O:36])[CH3:35], predict the reactants needed to synthesize it. The reactants are: [NH2:1][C@H:2]1[CH2:7][CH2:6][C@H:5]([NH:8][C:9]([C:11]2[C:15]3[N:16]=[CH:17][N:18]=[C:19]([C:20]4[CH:25]=[C:24]([F:26])[C:23]([O:27][CH3:28])=[CH:22][C:21]=4[O:29][CH2:30][CH:31]4[CH2:33][CH2:32]4)[C:14]=3[NH:13][CH:12]=2)=[O:10])[CH2:4][CH2:3]1.[C:34](Cl)(=[O:36])[CH3:35].